Predict the reaction yield, written as a fraction of the theoretical maximum amount of product (1.0 means a 100% yield; for example, 0.34 means a 34% yield). From a dataset of Reaction yield outcomes from USPTO patents with 853,638 reactions. (1) The yield is 0.980. The reactants are C(=O)([O-])[O-].[K+].[K+].[C:7]1([OH:13])[CH:12]=[CH:11][CH:10]=[CH:9][CH:8]=1.[Br:14][CH2:15][CH2:16][CH2:17][CH2:18][CH2:19]Br.[I-].[K+]. The catalyst is CN1CCCC1=O. The product is [Br:14][CH2:15][CH2:16][CH2:17][CH2:18][CH2:19][O:13][C:7]1[CH:12]=[CH:11][CH:10]=[CH:9][CH:8]=1. (2) The reactants are [CH3:1][C:2]1[CH:9]=[CH:8][C:5]([CH:6]=O)=[CH:4][N:3]=1.[C:10](Br)(Br)([Br:12])[Br:11].C1(P(C2C=CC=CC=2)C2C=CC=CC=2)C=CC=CC=1. The catalyst is C(Cl)Cl. The product is [Br:11][C:10]([Br:12])=[CH:6][C:5]1[CH:8]=[CH:9][C:2]([CH3:1])=[N:3][CH:4]=1. The yield is 0.700. (3) The reactants are C([NH:4][C@:5]1([C:22](NC(C)(C)C)=[O:23])[C@@H:9]([CH2:10][CH2:11][CH2:12][B:13]2[O:17]C(C)(C)C(C)(C)[O:14]2)[CH2:8][NH:7][CH2:6]1)(=O)C.S([O-])([O-])(=O)=O.[Na+].[Na+].FC(F)(F)C1[CH:43]=[CH:42][C:41]([CH2:44][CH2:45][CH:46]=O)=[CH:40][CH:39]=1.[C:60]([O:59][BH-]([O:59][C:60](=[O:62])[CH3:61])[O:59][C:60](=[O:62])[CH3:61])(=[O:62])[CH3:61].[Na+].C(=O)([O-])[O-:65].[Na+].[Na+]. The catalyst is ClCCCl.C(O)(=O)C. The product is [NH2:4][C@:5]1([C:22]([OH:23])=[O:65])[C@@H:9]([CH2:10][CH2:11][CH2:12][B:13]([OH:14])[OH:17])[CH2:8][N:7]([CH2:46][CH2:45][CH2:44][C:41]2[CH:42]=[CH:43][C:61]([C:60]([OH:59])=[O:62])=[CH:39][CH:40]=2)[CH2:6]1. The yield is 0.0500. (4) The reactants are [NH2:1][C:2]1[N:7]=[CH:6][C:5]([C@@H:8]2[CH2:12][N:11](C(OC(C)(C)C)=O)[C@H:10]([C:20]([O:22][CH3:23])=[O:21])[CH2:9]2)=[CH:4][C:3]=1[C:24]1[CH:29]=[CH:28][C:27]([C:30]([O:32]C(C)(C)C)=[O:31])=[C:26]([F:37])[CH:25]=1.[C:38]([OH:44])([C:40]([F:43])([F:42])[F:41])=[O:39]. The catalyst is C(Cl)Cl. The product is [OH:44][C:38]([C:40]([F:43])([F:42])[F:41])=[O:39].[OH:44][C:38]([C:40]([F:43])([F:42])[F:41])=[O:39].[NH2:1][C:2]1[C:3]([C:24]2[CH:29]=[CH:28][C:27]([C:30]([OH:32])=[O:31])=[C:26]([F:37])[CH:25]=2)=[CH:4][C:5]([C@H:8]2[CH2:9][C@@H:10]([C:20]([O:22][CH3:23])=[O:21])[NH:11][CH2:12]2)=[CH:6][N:7]=1. The yield is 1.00. (5) The reactants are [CH3:1][O:2][C:3]1[CH:11]=[C:10]2[C:6]([C:7](=[O:13])[C:8](=[O:12])[NH:9]2)=[CH:5][CH:4]=1.C([O-])([O-])=O.[K+].[K+].Br[CH2:21][C:22]([O:24][C:25]([CH3:28])([CH3:27])[CH3:26])=[O:23]. The catalyst is C(#N)C. The product is [CH3:1][O:2][C:3]1[CH:11]=[C:10]2[C:6]([C:7](=[O:13])[C:8](=[O:12])[N:9]2[CH2:21][C:22]([O:24][C:25]([CH3:28])([CH3:27])[CH3:26])=[O:23])=[CH:5][CH:4]=1. The yield is 0.960. (6) The reactants are [Cl:1][C:2]1[CH:3]=[C:4]([F:16])[C:5]([C:8]([F:15])([F:14])[C:9](OCC)=[O:10])=[N:6][CH:7]=1.[BH4-].[Na+]. The catalyst is C(O)C. The product is [Cl:1][C:2]1[CH:3]=[C:4]([F:16])[C:5]([C:8]([F:15])([F:14])[CH2:9][OH:10])=[N:6][CH:7]=1. The yield is 0.990.